From a dataset of Catalyst prediction with 721,799 reactions and 888 catalyst types from USPTO. Predict which catalyst facilitates the given reaction. (1) Reactant: [F:1][C:2]1[CH:3]=[C:4]2[C:10]([C:11](OCC)=[O:12])=[N:9][N:8]([CH2:16][C:17]3[CH:22]=[CH:21][CH:20]=[CH:19][C:18]=3[F:23])[C:5]2=[N:6][CH:7]=1.[NH3:24]. Product: [F:1][C:2]1[CH:3]=[C:4]2[C:10]([C:11]([NH2:24])=[O:12])=[N:9][N:8]([CH2:16][C:17]3[CH:22]=[CH:21][CH:20]=[CH:19][C:18]=3[F:23])[C:5]2=[N:6][CH:7]=1. The catalyst class is: 5. (2) Reactant: [C:1]([O:5][CH2:6][CH2:7][CH2:8][CH2:9][CH2:10][CH2:11][CH2:12][CH2:13][CH2:14][CH2:15][CH2:16][CH2:17][CH2:18][CH2:19][CH2:20][CH2:21][CH2:22][CH3:23])(=[O:4])[CH:2]=[CH2:3].[CH2:24]([O:28][C:29](=[O:32])[CH:30]=[CH2:31])[CH2:25][CH2:26][CH3:27].[C:33]([O:37]CCO)(=[O:36])[CH:34]=[CH2:35].CC(N=NC(C#N)(C)C)(C#N)C. Product: [C:1]([O:5][CH2:6][CH2:7][CH2:8][CH2:9][CH2:10][CH2:11][CH2:12][CH2:13][CH2:14][CH2:15][CH2:16][CH2:17][CH2:18][CH2:19][CH2:20][CH2:21][CH2:22][CH3:23])(=[O:4])[CH:2]=[CH2:3].[C:29]([O:28][CH2:24][CH2:25][CH2:26][CH3:27])(=[O:32])[CH:30]=[CH2:31].[OH:4][C:34](=[CH2:35])[C:33]([O-:37])=[O:36]. The catalyst class is: 802. (3) Reactant: [OH:1][CH:2]1[CH2:5][N:4]([CH:6]=[O:7])[CH2:3]1.I[C:9]1[CH:14]=[CH:13][C:12]([O:15][CH3:16])=[CH:11][CH:10]=1.C([O-])([O-])=O.[Cs+].[Cs+].[N:23]1[C:36]2C(=CC=[C:30]3[C:35]=2[N:34]=[CH:33][CH:32]=[CH:31]3)[CH:26]=[CH:25][CH:24]=1. Product: [CH:33]1([N:34]2[CH2:26][CH2:25][CH2:24][N:23]([C:6]([N:4]3[CH2:5][CH:2]([O:1][C:9]4[CH:14]=[CH:13][C:12]([O:15][CH3:16])=[CH:11][CH:10]=4)[CH2:3]3)=[O:7])[CH2:36][CH2:35]2)[CH2:32][CH2:31][CH2:30]1. The catalyst class is: 432. (4) Reactant: [O:1]=[C:2]1[CH:19]=[C:18]([CH:20]2[CH2:25][CH2:24][N:23](C(OC(C)(C)C)=O)[CH2:22][CH2:21]2)[N:5]2[N:6]=[C:7]3[C:12]([C:11]([C:13]4[S:14][CH:15]=[CH:16][CH:17]=4)=[CH:10][CH:9]=[CH:8]3)=[C:4]2[NH:3]1.[ClH:33]. Product: [ClH:33].[NH:23]1[CH2:24][CH2:25][CH:20]([C:18]2[N:5]3[N:6]=[C:7]4[C:12]([C:11]([C:13]5[S:14][CH:15]=[CH:16][CH:17]=5)=[CH:10][CH:9]=[CH:8]4)=[C:4]3[NH:3][C:2](=[O:1])[CH:19]=2)[CH2:21][CH2:22]1. The catalyst class is: 12. (5) Product: [CH3:13][S:14]([N:17]1[CH2:22][CH2:21][N:20]([C:2]([Cl:1])=[O:4])[CH2:19][CH2:18]1)(=[O:16])=[O:15]. The catalyst class is: 2. Reactant: [Cl:1][C:2](Cl)([O:4]C(=O)OC(Cl)(Cl)Cl)Cl.[CH3:13][S:14]([N:17]1[CH2:22][CH2:21][NH:20][CH2:19][CH2:18]1)(=[O:16])=[O:15].N1C=CC=CC=1.